Dataset: Full USPTO retrosynthesis dataset with 1.9M reactions from patents (1976-2016). Task: Predict the reactants needed to synthesize the given product. (1) Given the product [CH3:1][O:2][C:3]([C:5]1[C:9]([CH:10]=[O:11])=[N:8][N:7]([CH3:13])[N:6]=1)=[O:4], predict the reactants needed to synthesize it. The reactants are: [CH3:1][O:2][C:3]([C:5]1[C:9]([C:10](Cl)=[O:11])=[N:8][N:7]([CH3:13])[N:6]=1)=[O:4].C(N(C(C)C)C(C)C)C. (2) Given the product [CH3:31][N:32]([CH3:37])[CH2:33][CH2:34][CH2:35][NH:36][C:25](=[O:26])[C:24]1[CH:28]=[CH:29][CH:30]=[C:22]([C:20]2[CH:19]=[N:18][N:17]3[C:13]([C:11]4[CH:10]=[CH:9][N:8]=[C:7]([C:1]5[CH:6]=[CH:5][CH:4]=[CH:3][CH:2]=5)[CH:12]=4)=[CH:14][N:15]=[C:16]3[CH:21]=2)[CH:23]=1, predict the reactants needed to synthesize it. The reactants are: [C:1]1([C:7]2[CH:12]=[C:11]([C:13]3[N:17]4[N:18]=[CH:19][C:20]([C:22]5[CH:23]=[C:24]([CH:28]=[CH:29][CH:30]=5)[C:25](O)=[O:26])=[CH:21][C:16]4=[N:15][CH:14]=3)[CH:10]=[CH:9][N:8]=2)[CH:6]=[CH:5][CH:4]=[CH:3][CH:2]=1.[CH3:31][N:32]([CH3:37])[CH2:33][CH2:34][CH2:35][NH2:36].C(N(CC)CC)C.F[P-](F)(F)(F)(F)F.N1(O[P+](N(C)C)(N(C)C)N(C)C)C2C=CC=CC=2N=N1. (3) Given the product [CH2:6]([O:35][C:18](=[O:33])[CH:19]([C:31]#[N:32])[C:20]([CH2:21][C:22]1[CH:23]=[CH:24][C:25]([O:28][CH3:29])=[CH:26][CH:27]=1)([CH3:30])[CH:1]=[CH2:2])[CH3:7], predict the reactants needed to synthesize it. The reactants are: [CH:1]([Mg]Br)=[CH2:2].O1CC[CH2:7][CH2:6]1.O1CCCC1.C(O[C:18](=[O:33])[C:19]([C:31]#[N:32])=[C:20]([CH3:30])[CH2:21][C:22]1[CH:27]=[CH:26][C:25]([O:28][CH3:29])=[CH:24][CH:23]=1)C.Cl.[OH2:35].